Task: Regression. Given a peptide amino acid sequence and an MHC pseudo amino acid sequence, predict their binding affinity value. This is MHC class II binding data.. Dataset: Peptide-MHC class II binding affinity with 134,281 pairs from IEDB (1) The peptide sequence is SFFWFNEVLNLEDES. The MHC is DRB1_0101 with pseudo-sequence DRB1_0101. The binding affinity (normalized) is 0.746. (2) The peptide sequence is AAGVPPADKYRTFVA. The MHC is HLA-DQA10501-DQB10201 with pseudo-sequence HLA-DQA10501-DQB10201. The binding affinity (normalized) is 0.221. (3) The peptide sequence is RQELRCGSGVFIHNDVEA. The MHC is DRB1_0401 with pseudo-sequence DRB1_0401. The binding affinity (normalized) is 0.122. (4) The peptide sequence is GEPKGAAESSSKAAL. The binding affinity (normalized) is 0.276. The MHC is DRB1_0802 with pseudo-sequence DRB1_0802. (5) The peptide sequence is EKKTFAATQFEPLAA. The MHC is DRB1_1602 with pseudo-sequence DRB1_1602. The binding affinity (normalized) is 0.525. (6) The peptide sequence is SLINSMKTSFSSRLL. The MHC is DRB1_0101 with pseudo-sequence DRB1_0101. The binding affinity (normalized) is 0.944.